From a dataset of Full USPTO retrosynthesis dataset with 1.9M reactions from patents (1976-2016). Predict the reactants needed to synthesize the given product. Given the product [CH3:10][C@H:5]([CH2:6][CH2:7][CH:8]=[CH2:9])[CH2:4][CH:3]=[O:2], predict the reactants needed to synthesize it. The reactants are: C[O:2][CH:3](OC)[CH2:4][C@H:5]([CH3:10])[CH2:6][CH2:7][CH:8]=[CH2:9].C(O)(C(F)(F)F)=O.O.C(=O)(O)[O-].[Na+].O.